Dataset: Full USPTO retrosynthesis dataset with 1.9M reactions from patents (1976-2016). Task: Predict the reactants needed to synthesize the given product. (1) Given the product [C:17]1([C:20]2[CH:25]=[CH:24][CH:23]=[CH:22][CH:21]=2)[CH:18]=[CH:19][C:14]([NH:13][C:12]2[CH:11]=[N:10][C:9]([C:26](=[O:29])[NH2:27])=[C:8]3[S:28][C:5]([C:3]([OH:4])=[O:2])=[CH:6][C:7]=23)=[CH:15][CH:16]=1, predict the reactants needed to synthesize it. The reactants are: C[O:2][C:3]([C:5]1[S:28][C:8]2=[C:9]([C:26]#[N:27])[N:10]=[CH:11][C:12]([NH:13][C:14]3[CH:19]=[CH:18][C:17]([C:20]4[CH:25]=[CH:24][CH:23]=[CH:22][CH:21]=4)=[CH:16][CH:15]=3)=[C:7]2[CH:6]=1)=[O:4].[OH-:29].[Na+]. (2) The reactants are: Br[C:2]1[CH:11]=[CH:10][C:9]2[C:4](=[CH:5][CH:6]=[C:7]([Br:12])[CH:8]=2)[CH:3]=1.[O:13]=[C:14]1[NH:19][CH2:18][CH2:17][N:16]([C:20]([O:22][C:23]([CH3:26])([CH3:25])[CH3:24])=[O:21])[CH2:15]1.CNC1CCCCC1NC.[O-]P([O-])([O-])=O.[K+].[K+].[K+]. Given the product [Br:12][C:7]1[CH:8]=[C:9]2[C:4](=[CH:5][CH:6]=1)[CH:3]=[C:2]([N:19]1[CH2:18][CH2:17][N:16]([C:20]([O:22][C:23]([CH3:25])([CH3:24])[CH3:26])=[O:21])[CH2:15][C:14]1=[O:13])[CH:11]=[CH:10]2, predict the reactants needed to synthesize it. (3) Given the product [C:19]([NH:18][C:3]1[C:2]([CH3:1])=[CH:16][N:6]([C@@H:7]2[O:15][C@H:12]([CH2:13][OH:14])[C@@H:10]([OH:11])[C@H:8]2[OH:9])[C:5](=[O:17])[N:4]=1)(=[O:26])[C:20]1[CH:25]=[CH:24][CH:23]=[CH:22][CH:21]=1, predict the reactants needed to synthesize it. The reactants are: [CH3:1][C:2]1[C:3]([NH2:18])=[N:4][C:5](=[O:17])[N:6]([CH:16]=1)[C@@H:7]1[O:15][C@H:12]([CH2:13][OH:14])[C@@H:10]([OH:11])[C@H:8]1[OH:9].[C:19](O[C:19](=[O:26])[C:20]1[CH:25]=[CH:24][CH:23]=[CH:22][CH:21]=1)(=[O:26])[C:20]1[CH:25]=[CH:24][CH:23]=[CH:22][CH:21]=1. (4) Given the product [O:21]1[C:26]2[CH:27]=[CH:28][C:29]([CH2:31][N:1]3[CH2:6][CH2:5][CH:4]([NH:7][C:8]4[C:17]5[C:12](=[CH:13][CH:14]=[C:15]([CH:18]=[CH2:19])[CH:16]=5)[O:11][C:10](=[O:20])[CH:9]=4)[CH2:3][CH2:2]3)=[CH:30][C:25]=2[O:24][CH2:23][CH2:22]1, predict the reactants needed to synthesize it. The reactants are: [NH:1]1[CH2:6][CH2:5][CH:4]([NH:7][C:8]2[C:17]3[C:12](=[CH:13][CH:14]=[C:15]([CH:18]=[CH2:19])[CH:16]=3)[O:11][C:10](=[O:20])[CH:9]=2)[CH2:3][CH2:2]1.[O:21]1[C:26]2[CH:27]=[CH:28][C:29]([CH:31]=O)=[CH:30][C:25]=2[O:24][CH2:23][CH2:22]1. (5) Given the product [CH3:14][C:11]1([N:15]2[CH2:16][C:17]3=[CH:18][NH:19][C:20]4[C:25]3=[C:24]([CH:23]=[CH:22][N:21]=4)[C:26]2=[O:27])[CH2:12][CH2:13][N:8]([C:6]([O:5][C:1]([CH3:4])([CH3:2])[CH3:3])=[O:7])[CH2:9][CH2:10]1, predict the reactants needed to synthesize it. The reactants are: [C:1]([O:5][C:6]([N:8]1[CH2:13][CH2:12][C:11]([NH:15][CH2:16][C:17]2[C:25]3[C:24]([C:26](O)=[O:27])=[CH:23][CH:22]=[N:21][C:20]=3[NH:19][CH:18]=2)([CH3:14])[CH2:10][CH2:9]1)=[O:7])([CH3:4])([CH3:3])[CH3:2].CN(C(ON1N=NC2C=CC=NC1=2)=[N+](C)C)C.F[P-](F)(F)(F)(F)F.N1C=CC=CC=1. (6) The reactants are: [CH3:1][S:2](Cl)(=[O:4])=[O:3].Cl.[CH3:7][O:8][C:9](=[O:27])[C@H:10]([CH2:12][C:13]1[CH:18]=[CH:17][C:16]([O:19][CH2:20][C:21]2[CH:26]=[CH:25][CH:24]=[CH:23][CH:22]=2)=[CH:15][CH:14]=1)[NH2:11]. Given the product [CH3:7][O:8][C:9](=[O:27])[C@H:10]([CH2:12][C:13]1[CH:18]=[CH:17][C:16]([O:19][CH2:20][C:21]2[CH:22]=[CH:23][CH:24]=[CH:25][CH:26]=2)=[CH:15][CH:14]=1)[NH:11][S:2]([CH3:1])(=[O:4])=[O:3], predict the reactants needed to synthesize it.